This data is from Full USPTO retrosynthesis dataset with 1.9M reactions from patents (1976-2016). The task is: Predict the reactants needed to synthesize the given product. (1) Given the product [C:15]1([C:23]2[CH:24]=[CH:25][CH:26]=[CH:27][CH:28]=2)[CH:20]=[CH:19][CH:18]=[CH:17][C:16]=1[CH2:21][N:12]1[CH2:13][CH2:14][N:9]([C:6]2[CH:5]=[CH:4][C:3]([O:2][CH3:1])=[CH:8][CH:7]=2)[CH2:10][CH2:11]1, predict the reactants needed to synthesize it. The reactants are: [CH3:1][O:2][C:3]1[CH:8]=[CH:7][C:6]([N:9]2[CH2:14][CH2:13][NH:12][CH2:11][CH2:10]2)=[CH:5][CH:4]=1.[C:15]1([C:23]2[CH:28]=[CH:27][CH:26]=[CH:25][CH:24]=2)[C:16]([CH:21]=O)=[CH:17][CH:18]=[CH:19][CH:20]=1.[BH-](OC(C)=O)(OC(C)=O)OC(C)=O.[Na+].C1(C2C=CC=CC=2)C=CC=CC=1CN1CCN(C2C=CC=CC=2)CC1. (2) Given the product [Cl:7][C:8]1[N:9]=[C:10]([O:6][CH:4]([CH3:5])[CH3:3])[C:11]2[C:16]([I:17])=[CH:15][N:14]([CH2:18][O:19][CH2:20][CH2:21][Si:22]([CH3:25])([CH3:24])[CH3:23])[C:12]=2[N:13]=1, predict the reactants needed to synthesize it. The reactants are: [H-].[Na+].[CH3:3][CH:4]([OH:6])[CH3:5].[Cl:7][C:8]1[N:9]=[C:10](Cl)[C:11]2[C:16]([I:17])=[CH:15][N:14]([CH2:18][O:19][CH2:20][CH2:21][Si:22]([CH3:25])([CH3:24])[CH3:23])[C:12]=2[N:13]=1. (3) Given the product [C:1]([O:5][C:6]([N:8]([CH2:21][CH:22]1[CH2:27][CH2:26][N:25]([C:28]2[NH:32][C:31]3[CH:33]=[C:34]([C:37]([OH:39])=[O:38])[CH:35]=[CH:36][C:30]=3[N:29]=2)[CH2:24][CH:23]1[C:41]1[CH:46]=[CH:45][CH:44]=[C:43]([F:47])[CH:42]=1)[C@@H:9]([C:11]1[C:20]2[C:15](=[CH:16][CH:17]=[CH:18][CH:19]=2)[CH:14]=[CH:13][CH:12]=1)[CH3:10])=[O:7])([CH3:2])([CH3:3])[CH3:4], predict the reactants needed to synthesize it. The reactants are: [C:1]([O:5][C:6]([N:8]([CH2:21][CH:22]1[CH2:27][CH2:26][N:25]([C:28]2[NH:32][C:31]3[CH:33]=[C:34]([C:37]([O:39]C)=[O:38])[CH:35]=[CH:36][C:30]=3[N:29]=2)[CH2:24][CH:23]1[C:41]1[CH:46]=[CH:45][CH:44]=[C:43]([F:47])[CH:42]=1)[C@@H:9]([C:11]1[C:20]2[C:15](=[CH:16][CH:17]=[CH:18][CH:19]=2)[CH:14]=[CH:13][CH:12]=1)[CH3:10])=[O:7])([CH3:4])([CH3:3])[CH3:2].[OH-].[Na+].Cl. (4) Given the product [Cl:13][C:14]1[CH:15]=[C:16]2[C:20](=[CH:21][CH:22]=1)[NH:19][C:18]([CH3:23])=[C:17]2[CH:24]1[CH2:29][CH2:28][N:27]([CH2:11][C:1]2[C:10]3[C:5](=[CH:6][CH:7]=[CH:8][CH:9]=3)[CH:4]=[CH:3][CH:2]=2)[CH2:26][CH2:25]1, predict the reactants needed to synthesize it. The reactants are: [C:1]1([CH:11]=O)[C:10]2[C:5](=[CH:6][CH:7]=[CH:8][CH:9]=2)[CH:4]=[CH:3][CH:2]=1.[Cl:13][C:14]1[CH:15]=[C:16]2[C:20](=[CH:21][CH:22]=1)[NH:19][C:18]([CH3:23])=[C:17]2[CH:24]1[CH2:29][CH2:28][NH:27][CH2:26][CH2:25]1.